Dataset: Forward reaction prediction with 1.9M reactions from USPTO patents (1976-2016). Task: Predict the product of the given reaction. (1) Given the reactants [N+:1]([C:4]1[CH:5]=[N:6][NH:7][CH:8]=1)([O-:3])=[O:2].N1(C2CCCCCCCCCC2)CCCN=CCCCCC1.[O:31]1[C:33]([CH3:35])([CH3:34])[CH2:32]1, predict the reaction product. The product is: [CH3:32][C:33]([OH:31])([CH3:35])[CH2:34][N:6]1[CH:5]=[C:4]([N+:1]([O-:3])=[O:2])[CH:8]=[N:7]1. (2) Given the reactants Cl[C:2]1[CH:27]=[CH:26][C:5]([C:6]([NH:8]C2C=CC(Cl)=C(NC(=O)C3C=CC(Cl)=CC=3)C=2)=[O:7])=[CH:4][N:3]=1.C[C@H]1CNC[C@@H](C)N1, predict the reaction product. The product is: [C:6]([NH2:8])(=[O:7])[C:5]1[CH:26]=[CH:27][CH:2]=[N:3][CH:4]=1. (3) Given the reactants [H-].[Na+].[CH:3]1([N:9]2[C:13]3([CH2:18][CH2:17][N:16]([C:19]([O:21][CH2:22][C:23]4[CH:28]=[CH:27][CH:26]=[CH:25][CH:24]=4)=[O:20])[CH2:15][CH2:14]3)[C:12](=[O:29])[NH:11][CH2:10]2)[CH2:8][CH2:7][CH2:6][CH2:5][CH2:4]1.Br[CH2:31][C:32]1[CH:33]=[C:34]([CH:42]=[CH:43][CH:44]=1)[C:35]([O:37][C:38]([CH3:41])([CH3:40])[CH3:39])=[O:36], predict the reaction product. The product is: [C:38]([O:37][C:35]([C:34]1[CH:33]=[C:32]([CH:44]=[CH:43][CH:42]=1)[CH2:31][N:11]1[C:12](=[O:29])[C:13]2([CH2:18][CH2:17][N:16]([C:19]([O:21][CH2:22][C:23]3[CH:24]=[CH:25][CH:26]=[CH:27][CH:28]=3)=[O:20])[CH2:15][CH2:14]2)[N:9]([CH:3]2[CH2:4][CH2:5][CH2:6][CH2:7][CH2:8]2)[CH2:10]1)=[O:36])([CH3:41])([CH3:39])[CH3:40]. (4) Given the reactants C1([C@H](NCCN[C@@H](C2C=CC=CC=2)C)C)C=CC=CC=1.C(O)CO.C([Zn]CC)C.C[O:31][C:32](=[O:55])[C:33]1[CH:38]=[C:37]([CH3:39])[C:36]([C:40](=[O:53])[C:41]2[CH:46]=[C:45]([N:47]3[CH:51]=[CH:50][N:49]=[CH:48]3)[CH:44]=[CH:43][C:42]=2[CH3:52])=[C:35]([CH3:54])[CH:34]=1.C[SiH](O)C.C[Si](C)(C)C.C[Si](O)(C)C.[OH-].[Na+], predict the reaction product. The product is: [OH:53][C@@H:40]([C:41]1[CH:46]=[C:45]([N:47]2[CH:51]=[CH:50][N:49]=[CH:48]2)[CH:44]=[CH:43][C:42]=1[CH3:52])[C:36]1[C:35]([CH3:54])=[CH:34][C:33]([C:32]([OH:55])=[O:31])=[CH:38][C:37]=1[CH3:39]. (5) Given the reactants [C:1]([C:3]1[CH:4]=[C:5]([NH:15][C:16]([C:18]2[C:26]3[C:21](=[CH:22][CH:23]=[C:24]([F:27])[CH:25]=3)[NH:20][C:19]=2[CH3:28])=[O:17])[CH:6]=[CH:7][C:8]=1[O:9][CH2:10][C:11]([CH3:14])([CH3:13])[CH3:12])#[N:2].C(=O)([O-])[O-].[K+].[K+].[C:35]([O:38][CH2:39][CH2:40]Br)(=[O:37])[CH3:36].CN(C)C=O, predict the reaction product. The product is: [C:35]([O:38][CH2:39][CH2:40][N:20]1[C:21]2[C:26](=[CH:25][C:24]([F:27])=[CH:23][CH:22]=2)[C:18]([C:16]([NH:15][C:5]2[CH:6]=[CH:7][C:8]([O:9][CH2:10][C:11]([CH3:14])([CH3:13])[CH3:12])=[C:3]([C:1]#[N:2])[CH:4]=2)=[O:17])=[C:19]1[CH3:28])(=[O:37])[CH3:36]. (6) Given the reactants Cl[C:2]1[N:7]=[N:6][C:5]([C:8]([OH:11])([CH3:10])[CH3:9])=[CH:4][CH:3]=1.[NH2:12][C:13]1[S:14][C:15]([C:21]2[CH:26]=[CH:25][C:24]([C:27]([OH:30])([CH3:29])[CH3:28])=[CH:23][C:22]=2[F:31])=[CH:16][C:17]=1[C:18]([NH2:20])=[O:19], predict the reaction product. The product is: [F:31][C:22]1[CH:23]=[C:24]([C:27]([OH:30])([CH3:28])[CH3:29])[CH:25]=[CH:26][C:21]=1[C:15]1[S:14][C:13]([NH:12][C:2]2[N:7]=[N:6][C:5]([C:8]([OH:11])([CH3:10])[CH3:9])=[CH:4][CH:3]=2)=[C:17]([C:18]([NH2:20])=[O:19])[CH:16]=1.